Dataset: Reaction yield outcomes from USPTO patents with 853,638 reactions. Task: Predict the reaction yield, written as a fraction of the theoretical maximum amount of product (1.0 means a 100% yield; for example, 0.34 means a 34% yield). The reactants are C([O:3][C:4]([C:6]1([C:9]2[CH:14]=[CH:13][C:12]([C:15]3[CH:20]=[CH:19][C:18]([C:21]4[S:22][C:23]([Cl:39])=[CH:24][C:25]=4[NH:26][C:27]([O:29][CH:30]([C:32]4[CH:37]=[CH:36][CH:35]=[CH:34][C:33]=4[Cl:38])[CH3:31])=[O:28])=[CH:17][CH:16]=3)=[CH:11][CH:10]=2)[CH2:8][CH2:7]1)=[O:5])C.[OH-].[Na+].Cl. The catalyst is C(O)(C)C. The product is [Cl:39][C:23]1[S:22][C:21]([C:18]2[CH:17]=[CH:16][C:15]([C:12]3[CH:11]=[CH:10][C:9]([C:6]4([C:4]([OH:5])=[O:3])[CH2:8][CH2:7]4)=[CH:14][CH:13]=3)=[CH:20][CH:19]=2)=[C:25]([NH:26][C:27]([O:29][CH:30]([C:32]2[CH:37]=[CH:36][CH:35]=[CH:34][C:33]=2[Cl:38])[CH3:31])=[O:28])[CH:24]=1. The yield is 0.600.